Task: Predict which catalyst facilitates the given reaction.. Dataset: Catalyst prediction with 721,799 reactions and 888 catalyst types from USPTO (1) Reactant: [NH2:1][C:2]1[CH:7]=[CH:6][C:5]([OH:8])=[CH:4][C:3]=1[F:9].CC(C)([O-])C.[K+].Cl[C:17]1[CH:22]=[CH:21][N:20]=[C:19]([CH3:23])[CH:18]=1. Product: [F:9][C:3]1[CH:4]=[C:5]([O:8][C:17]2[CH:22]=[CH:21][N:20]=[C:19]([CH3:23])[CH:18]=2)[CH:6]=[CH:7][C:2]=1[NH2:1]. The catalyst class is: 44. (2) Reactant: Cl.Cl.[NH2:3][C@@H:4]1[C:18](=[O:19])[N:17]2[CH2:20][C@H:21]([O:23][C:24]3[C:33]4[C:28](=[C:29]([CH3:36])[C:30]([O:34][CH3:35])=[CH:31][CH:32]=4)[N:27]=[C:26]([C:37]4[S:38][CH:39]=[C:40]([CH:42]([CH3:44])[CH3:43])[N:41]=4)[CH:25]=3)[CH2:22][C@H:16]2[C:15](=[O:45])[NH:14][C@:13]2([C:47]([NH:49][S:50]([CH:53]3[CH2:55][CH2:54]3)(=[O:52])=[O:51])=[O:48])[CH2:46][C@H:12]2[CH:11]=[CH:10][CH2:9][CH2:8][CH2:7][CH2:6][CH2:5]1.C(N(CC)C(C)C)(C)C.ClC(Cl)(O[C:69](=[O:75])OC(Cl)(Cl)Cl)Cl.[NH:77]1[CH2:82][CH2:81][S:80](=[O:84])(=[O:83])[CH2:79][CH2:78]1. Product: [CH:53]1([S:50]([NH:49][C:47]([C@@:13]23[CH2:46][C@H:12]2[CH:11]=[CH:10][CH2:9][CH2:8][CH2:7][CH2:6][CH2:5][C@H:4]([NH:3][C:69]([N:77]2[CH2:82][CH2:81][S:80](=[O:84])(=[O:83])[CH2:79][CH2:78]2)=[O:75])[C:18](=[O:19])[N:17]2[CH2:20][C@H:21]([O:23][C:24]4[C:33]5[C:28](=[C:29]([CH3:36])[C:30]([O:34][CH3:35])=[CH:31][CH:32]=5)[N:27]=[C:26]([C:37]5[S:38][CH:39]=[C:40]([CH:42]([CH3:43])[CH3:44])[N:41]=5)[CH:25]=4)[CH2:22][C@H:16]2[C:15](=[O:45])[NH:14]3)=[O:48])(=[O:51])=[O:52])[CH2:54][CH2:55]1. The catalyst class is: 68. (3) Reactant: [OH:1][C:2]1[CH:7]=[CH:6][C:5]([CH:8]([C:18]([NH:20][C:21]2[CH:22]=[C:23]3[C:28](=[CH:29][CH:30]=2)[CH:27]=[N:26][CH:25]=[CH:24]3)=[O:19])[CH2:9][NH:10][C:11](=[O:17])[O:12][C:13]([CH3:16])([CH3:15])[CH3:14])=[CH:4][CH:3]=1.[H-].[Na+].Br[CH2:34][C:35]([C:37]1[CH:42]=[CH:41][CH:40]=[CH:39][CH:38]=1)=[O:36]. Product: [CH:27]1[C:28]2[C:23](=[CH:22][C:21]([NH:20][C:18](=[O:19])[CH:8]([C:5]3[CH:6]=[CH:7][C:2]([O:1][CH2:34][C:35](=[O:36])[C:37]4[CH:42]=[CH:41][CH:40]=[CH:39][CH:38]=4)=[CH:3][CH:4]=3)[CH2:9][NH:10][C:11](=[O:17])[O:12][C:13]([CH3:14])([CH3:16])[CH3:15])=[CH:30][CH:29]=2)[CH:24]=[CH:25][N:26]=1. The catalyst class is: 3. (4) Reactant: N1C2C=CC=C[C:4]=2N=N1.[C:10]([O:14][C:15]([N:17]1[CH2:22][CH2:21][CH:20]([NH:23][CH2:24][CH:25]2[CH2:27][CH2:26]2)[CH2:19][CH2:18]1)=[O:16])([CH3:13])([CH3:12])[CH3:11].[F:28][C:29]1[CH:36]=[CH:35][C:32]([CH:33]=O)=[C:31]([C:37]([F:40])([F:39])[F:38])[CH:30]=1.C[Mg]Br. Product: [C:10]([O:14][C:15]([N:17]1[CH2:22][CH2:21][CH:20]([N:23]([CH2:24][CH:25]2[CH2:26][CH2:27]2)[CH:33]([C:32]2[CH:35]=[CH:36][C:29]([F:28])=[CH:30][C:31]=2[C:37]([F:40])([F:39])[F:38])[CH3:4])[CH2:19][CH2:18]1)=[O:16])([CH3:13])([CH3:11])[CH3:12]. The catalyst class is: 48. (5) Reactant: [NH2:1][CH2:2][C@@H:3]1[O:7][C:6](=[O:8])[N:5]([C:9]2[CH:14]=[CH:13][C:12]([C:15]([O:17][C:18]([CH3:21])([CH3:20])[CH3:19])=[O:16])=[C:11]([F:22])[CH:10]=2)[CH2:4]1.C(N(CC)CC)C.[C:30](SCC)(=[S:32])[CH3:31]. Product: [C:30]([NH:1][CH2:2][C@@H:3]1[O:7][C:6](=[O:8])[N:5]([C:9]2[CH:14]=[CH:13][C:12]([C:15]([O:17][C:18]([CH3:19])([CH3:21])[CH3:20])=[O:16])=[C:11]([F:22])[CH:10]=2)[CH2:4]1)(=[S:32])[CH3:31]. The catalyst class is: 39.